Dataset: Forward reaction prediction with 1.9M reactions from USPTO patents (1976-2016). Task: Predict the product of the given reaction. (1) Given the reactants [C:1]12([C:11]3[CH:12]=[C:13]([C:21]4[N:26]=[CH:25][C:24]([CH:27]=[O:28])=[CH:23][CH:22]=4)[CH:14]=[C:15]([N+:18]([O-:20])=[O:19])[C:16]=3[OH:17])[CH2:10][CH:5]3[CH2:6][CH:7]([CH2:9][CH:3]([CH2:4]3)[CH2:2]1)[CH2:8]2.[CH2:29](O)[CH2:30][OH:31].C1(C)C=CC(S(O)(=O)=O)=CC=1, predict the reaction product. The product is: [C:1]12([C:11]3[CH:12]=[C:13]([C:21]4[CH:22]=[CH:23][C:24]([CH:27]5[O:31][CH2:30][CH2:29][O:28]5)=[CH:25][N:26]=4)[CH:14]=[C:15]([N+:18]([O-:20])=[O:19])[C:16]=3[OH:17])[CH2:10][CH:5]3[CH2:4][CH:3]([CH2:9][CH:7]([CH2:6]3)[CH2:8]1)[CH2:2]2. (2) Given the reactants [OH:1][C:2]([CH3:31])([CH3:30])[CH2:3][CH2:4][O:5][C:6]1[CH:11]=[C:10]([CH3:12])[C:9]([C:13]2[CH:18]=[CH:17][CH:16]=[C:15]([CH2:19][O:20][C:21]3[CH:28]=[CH:27][C:24]([CH:25]=[O:26])=[CH:23][CH:22]=3)[CH:14]=2)=[C:8]([CH3:29])[CH:7]=1.[C:32](OC(=O)C)(=[O:34])[CH3:33].N1C=CC=CC=1, predict the reaction product. The product is: [C:32]([O:1][C:2]([CH3:31])([CH3:30])[CH2:3][CH2:4][O:5][C:6]1[CH:7]=[C:8]([CH3:29])[C:9]([C:13]2[CH:18]=[CH:17][CH:16]=[C:15]([CH2:19][O:20][C:21]3[CH:22]=[CH:23][C:24]([CH:25]=[O:26])=[CH:27][CH:28]=3)[CH:14]=2)=[C:10]([CH3:12])[CH:11]=1)(=[O:34])[CH3:33]. (3) Given the reactants [F:1][C:2]1[CH:18]=[CH:17][CH:16]=[CH:15][C:3]=1[CH2:4][N:5]1[CH2:10][CH:9](C)[CH2:8][CH:7]([C:12](O)=O)[CH2:6]1.C1C=CC(P(N=[N+]=[N-])(C2C=CC=CC=2)=[O:26])=CC=1.CC[N:38]([CH2:41]C)CC.Cl.[N:44]1[CH:49]=[CH:48][C:47]([C:50]2[C:54]3[CH2:55][NH:56][CH2:57][CH2:58][C:53]=3[NH:52][N:51]=2)=[CH:46][CH:45]=1, predict the reaction product. The product is: [F:1][C:2]1[CH:18]=[CH:17][CH:16]=[CH:15][C:3]=1[CH2:4][N:5]1[CH2:6][CH:7]([CH3:12])[CH2:8][CH:9]([NH:38][C:41]([N:56]2[CH2:57][CH2:58][C:53]3[NH:52][N:51]=[C:50]([C:47]4[CH:46]=[CH:45][N:44]=[CH:49][CH:48]=4)[C:54]=3[CH2:55]2)=[O:26])[CH2:10]1.